This data is from NCI-60 drug combinations with 297,098 pairs across 59 cell lines. The task is: Regression. Given two drug SMILES strings and cell line genomic features, predict the synergy score measuring deviation from expected non-interaction effect. Synergy scores: CSS=49.8, Synergy_ZIP=-5.03, Synergy_Bliss=-12.6, Synergy_Loewe=-47.3, Synergy_HSA=-12.1. Drug 1: CS(=O)(=O)C1=CC(=C(C=C1)C(=O)NC2=CC(=C(C=C2)Cl)C3=CC=CC=N3)Cl. Drug 2: CC=C1C(=O)NC(C(=O)OC2CC(=O)NC(C(=O)NC(CSSCCC=C2)C(=O)N1)C(C)C)C(C)C. Cell line: NCIH23.